Task: Regression. Given two drug SMILES strings and cell line genomic features, predict the synergy score measuring deviation from expected non-interaction effect.. Dataset: NCI-60 drug combinations with 297,098 pairs across 59 cell lines (1) Drug 1: CC1CCC2CC(C(=CC=CC=CC(CC(C(=O)C(C(C(=CC(C(=O)CC(OC(=O)C3CCCCN3C(=O)C(=O)C1(O2)O)C(C)CC4CCC(C(C4)OC)OCCO)C)C)O)OC)C)C)C)OC. Drug 2: C1CCC(C(C1)N)N.C(=O)(C(=O)[O-])[O-].[Pt+4]. Cell line: OVCAR-4. Synergy scores: CSS=9.81, Synergy_ZIP=-3.65, Synergy_Bliss=-3.54, Synergy_Loewe=-0.450, Synergy_HSA=-0.208. (2) Drug 1: C1CC(=O)NC(=O)C1N2CC3=C(C2=O)C=CC=C3N. Drug 2: C1=CN(C=N1)CC(O)(P(=O)(O)O)P(=O)(O)O. Cell line: MDA-MB-231. Synergy scores: CSS=7.88, Synergy_ZIP=-0.135, Synergy_Bliss=1.43, Synergy_Loewe=2.84, Synergy_HSA=2.81. (3) Drug 1: CCCCC(=O)OCC(=O)C1(CC(C2=C(C1)C(=C3C(=C2O)C(=O)C4=C(C3=O)C=CC=C4OC)O)OC5CC(C(C(O5)C)O)NC(=O)C(F)(F)F)O. Cell line: MDA-MB-435. Synergy scores: CSS=36.5, Synergy_ZIP=-2.79, Synergy_Bliss=-1.54, Synergy_Loewe=-12.7, Synergy_HSA=-3.01. Drug 2: C1CC(=O)NC(=O)C1N2C(=O)C3=CC=CC=C3C2=O.